This data is from NCI-60 drug combinations with 297,098 pairs across 59 cell lines. The task is: Regression. Given two drug SMILES strings and cell line genomic features, predict the synergy score measuring deviation from expected non-interaction effect. (1) Drug 1: C1=CC=C(C=C1)NC(=O)CCCCCCC(=O)NO. Drug 2: C1=CN(C=N1)CC(O)(P(=O)(O)O)P(=O)(O)O. Cell line: NCI-H226. Synergy scores: CSS=6.13, Synergy_ZIP=-1.79, Synergy_Bliss=2.33, Synergy_Loewe=2.13, Synergy_HSA=2.16. (2) Drug 1: CC12CCC3C(C1CCC2=O)CC(=C)C4=CC(=O)C=CC34C. Synergy scores: CSS=35.3, Synergy_ZIP=-10.3, Synergy_Bliss=-4.13, Synergy_Loewe=-2.27, Synergy_HSA=-1.91. Drug 2: CC1CCC2CC(C(=CC=CC=CC(CC(C(=O)C(C(C(=CC(C(=O)CC(OC(=O)C3CCCCN3C(=O)C(=O)C1(O2)O)C(C)CC4CCC(C(C4)OC)OCCO)C)C)O)OC)C)C)C)OC. Cell line: UO-31. (3) Drug 1: COC1=CC(=CC(=C1O)OC)C2C3C(COC3=O)C(C4=CC5=C(C=C24)OCO5)OC6C(C(C7C(O6)COC(O7)C8=CC=CS8)O)O. Drug 2: COC1=C2C(=CC3=C1OC=C3)C=CC(=O)O2. Cell line: HCC-2998. Synergy scores: CSS=30.9, Synergy_ZIP=8.96, Synergy_Bliss=10.7, Synergy_Loewe=-22.8, Synergy_HSA=8.21. (4) Drug 1: C1=NNC2=C1C(=O)NC=N2. Drug 2: COC1=C2C(=CC3=C1OC=C3)C=CC(=O)O2. Cell line: SF-295. Synergy scores: CSS=3.98, Synergy_ZIP=2.14, Synergy_Bliss=5.08, Synergy_Loewe=0.0642, Synergy_HSA=0.900. (5) Drug 1: CC12CCC(CC1=CCC3C2CCC4(C3CC=C4C5=CN=CC=C5)C)O. Drug 2: CN1CCC(CC1)COC2=C(C=C3C(=C2)N=CN=C3NC4=C(C=C(C=C4)Br)F)OC. Cell line: MOLT-4. Synergy scores: CSS=4.25, Synergy_ZIP=-3.81, Synergy_Bliss=-1.21, Synergy_Loewe=-6.34, Synergy_HSA=-1.87.